This data is from NCI-60 drug combinations with 297,098 pairs across 59 cell lines. The task is: Regression. Given two drug SMILES strings and cell line genomic features, predict the synergy score measuring deviation from expected non-interaction effect. Drug 1: COC1=C(C=C2C(=C1)N=CN=C2NC3=CC(=C(C=C3)F)Cl)OCCCN4CCOCC4. Synergy scores: CSS=12.8, Synergy_ZIP=-2.10, Synergy_Bliss=0.851, Synergy_Loewe=-5.36, Synergy_HSA=-5.72. Cell line: COLO 205. Drug 2: CC1=C(C(=CC=C1)Cl)NC(=O)C2=CN=C(S2)NC3=CC(=NC(=N3)C)N4CCN(CC4)CCO.